From a dataset of Drug-target binding data from BindingDB using IC50 measurements. Regression. Given a target protein amino acid sequence and a drug SMILES string, predict the binding affinity score between them. We predict pIC50 (pIC50 = -log10(IC50 in M); higher means more potent). Dataset: bindingdb_ic50. (1) The drug is CC1(C)CC(Cn2ccc3cc(-c4cn[nH]c4)ccc32)CN1S(=O)(=O)c1ccccc1. The target protein (Q96PD4) has sequence MTVKTLHGPAMVKYLLLSILGLAFLSEAAARKIPKVGHTFFQKPESCPPVPGGSMKLDIGIINENQRVSMSRNIESRSTSPWNYTVTWDPNRYPSEVVQAQCRNLGCINAQGKEDISMNSVPIQQETLVVRRKHQGCSVSFQLEKVLVTVGCTCVTPVIHHVQ. The pIC50 is 5.0. (2) The small molecule is CCCCCCCCCCCCCCCC(=O)N[C@@H](CCCC(=O)O)CC(C)C. The target protein sequence is ARMRTGEKYPLIIFSHGLGAFRTIYSAIGTDLASYGFIVAAVEHRDGSASATCFFKDQSAAEIRNKTWLYLRTLGKGEEEFPLRNEQVRQRAEECVCLHEFCT. The pIC50 is 5.9. (3) The drug is CCCCOP(=O)(CCCSc1nc2ccc(OCC)cc2n1C)OCCCC. The target protein (P55156) has sequence FLCFISSYSASVKGHTTGLSLNNDRLYKLTYSTEVFLDRGKGNLQDSVGYRISSNVDVALLWRSPDGDDNQLIQITMKDVNLENVNQQRGEKSIFKGKKSSQIIRKENLEAMQRPVLLHLIHGKIKEFYSYQNEPAAIENLKRGLASLFQMQLSSGTTNEVDISGDCKVTYQAHQDKVTKIKALDSCKIERAGFTTPHQVLGVTSKATSVTTYKIEDSFVVAVLSEEIRALRLNFLQSIAGKIVSRQKLELKTTEASVRLKPGKQVAAIIKAVDSKYTAIPIVGQVFQSKCKGCPSLSEHWQSIRKHLQPDNLSKAEAVRSFLAFIKHLRTAKKEEILQILKAENKEVLPQLVDAVTSAQTPDSLDAILDFLDFKSTESVILQERFLYACAFASHPDEELLRALISKFKGSFGSNDIRESVMIIIGALVRKLCQNQGCKLKGVIEAKKLILGGLEKAEKKEDIVMYLLALKNARLPEGIPLLLKYTETGEGPISHLAATT.... The pIC50 is 5.2.